This data is from NCI-60 drug combinations with 297,098 pairs across 59 cell lines. The task is: Regression. Given two drug SMILES strings and cell line genomic features, predict the synergy score measuring deviation from expected non-interaction effect. (1) Synergy scores: CSS=38.3, Synergy_ZIP=-0.123, Synergy_Bliss=1.51, Synergy_Loewe=-3.06, Synergy_HSA=2.52. Cell line: HCT116. Drug 2: C1CN1P(=S)(N2CC2)N3CC3. Drug 1: CC12CCC3C(C1CCC2=O)CC(=C)C4=CC(=O)C=CC34C. (2) Drug 1: CS(=O)(=O)CCNCC1=CC=C(O1)C2=CC3=C(C=C2)N=CN=C3NC4=CC(=C(C=C4)OCC5=CC(=CC=C5)F)Cl. Drug 2: C(CCl)NC(=O)N(CCCl)N=O. Cell line: SF-539. Synergy scores: CSS=10.1, Synergy_ZIP=-2.49, Synergy_Bliss=2.44, Synergy_Loewe=1.94, Synergy_HSA=1.46. (3) Drug 1: CNC(=O)C1=NC=CC(=C1)OC2=CC=C(C=C2)NC(=O)NC3=CC(=C(C=C3)Cl)C(F)(F)F. Drug 2: CC1=C(C(=O)C2=C(C1=O)N3CC4C(C3(C2COC(=O)N)OC)N4)N. Cell line: SK-OV-3. Synergy scores: CSS=17.4, Synergy_ZIP=0.358, Synergy_Bliss=0.260, Synergy_Loewe=-34.8, Synergy_HSA=-2.47. (4) Drug 1: C(=O)(N)NO. Drug 2: CC12CCC3C(C1CCC2OP(=O)(O)O)CCC4=C3C=CC(=C4)OC(=O)N(CCCl)CCCl.[Na+]. Cell line: SF-268. Synergy scores: CSS=8.64, Synergy_ZIP=-2.64, Synergy_Bliss=3.67, Synergy_Loewe=3.36, Synergy_HSA=3.37. (5) Drug 2: CC(CN1CC(=O)NC(=O)C1)N2CC(=O)NC(=O)C2. Synergy scores: CSS=11.6, Synergy_ZIP=-5.31, Synergy_Bliss=-2.56, Synergy_Loewe=-6.02, Synergy_HSA=-2.80. Drug 1: CS(=O)(=O)C1=CC(=C(C=C1)C(=O)NC2=CC(=C(C=C2)Cl)C3=CC=CC=N3)Cl. Cell line: NCIH23. (6) Drug 1: C1CN1P(=S)(N2CC2)N3CC3. Drug 2: C1=CC=C(C=C1)NC(=O)CCCCCCC(=O)NO. Cell line: NCIH23. Synergy scores: CSS=19.4, Synergy_ZIP=-6.20, Synergy_Bliss=0.754, Synergy_Loewe=-0.141, Synergy_HSA=1.08. (7) Cell line: SF-295. Drug 1: C1CC(=O)NC(=O)C1N2CC3=C(C2=O)C=CC=C3N. Drug 2: C1=CC=C(C=C1)NC(=O)CCCCCCC(=O)NO. Synergy scores: CSS=7.08, Synergy_ZIP=-4.82, Synergy_Bliss=-6.01, Synergy_Loewe=-5.43, Synergy_HSA=-5.39.